Predict the reactants needed to synthesize the given product. From a dataset of Full USPTO retrosynthesis dataset with 1.9M reactions from patents (1976-2016). (1) Given the product [CH3:1][C:2]1([CH3:15])[CH2:8][O:7][C:6]2[CH:9]=[CH:10][C:11]([CH2:13][O:14][C:21]3[CH:22]=[CH:23][C:18]([S:17][CH3:16])=[CH:19][CH:20]=3)=[CH:12][C:5]=2[O:4][CH2:3]1, predict the reactants needed to synthesize it. The reactants are: [CH3:1][C:2]1([CH3:15])[CH2:8][O:7][C:6]2[CH:9]=[CH:10][C:11]([CH2:13][OH:14])=[CH:12][C:5]=2[O:4][CH2:3]1.[CH3:16][S:17][C:18]1[CH:23]=[CH:22][C:21](O)=[CH:20][CH:19]=1. (2) Given the product [ClH:62].[CH2:38]([N:45]1[CH2:16][CH2:17][C:18]2([C:2]3[C:3](=[CH:7][CH:8]=[CH:9][CH:10]=3)[C:4](=[O:5])[O:6]2)[CH2:19][CH2:46]1)[C:39]1[CH:44]=[CH:43][CH:42]=[CH:41][CH:40]=1, predict the reactants needed to synthesize it. The reactants are: Br[C:2]1[CH:10]=[CH:9][CH:8]=[CH:7][C:3]=1[C:4]([OH:6])=[O:5].[CH2:16]([Mg][CH2:16][CH2:17][CH2:18][CH3:19])[CH2:17][CH2:18][CH3:19].[CH3:16][CH2:17][CH2:18][CH2:19]CCC.C([Li])CCC.CCCCCC.[CH2:38]([N:45]1CCC(=O)C[CH2:46]1)[C:39]1[CH:44]=[CH:43][CH:42]=[CH:41][CH:40]=1.C(O)(=O)C.C(=O)([O-])[O-].[K+].[K+].[ClH:62].C(OCC)(=O)C. (3) Given the product [CH3:1][O:2][C:3]([C:5]1[CH:9]=[C:8]([C:10](=[O:11])[NH:50][CH:47]2[CH2:48][CH2:49][N:44]([CH:41]([CH3:43])[CH3:42])[CH2:45][CH2:46]2)[N:7]([CH2:13][C:14]2[CH:18]=[C:17]([C:19]3[S:20][C:21]([Cl:24])=[CH:22][CH:23]=3)[O:16][N:15]=2)[N:6]=1)=[O:4], predict the reactants needed to synthesize it. The reactants are: [CH3:1][O:2][C:3]([C:5]1[CH:9]=[C:8]([C:10](O)=[O:11])[N:7]([CH2:13][C:14]2[CH:18]=[C:17]([C:19]3[S:20][C:21]([Cl:24])=[CH:22][CH:23]=3)[O:16][N:15]=2)[N:6]=1)=[O:4].C1N(P(Cl)(N2C(=O)OCC2)=O)C(=O)OC1.Cl.[CH:41]([N:44]1[CH2:49][CH2:48][CH:47]([NH2:50])[CH2:46][CH2:45]1)([CH3:43])[CH3:42]. (4) Given the product [C:1]([O:4][C@@H:5]1[C@@H:19]([O:20][C:21](=[O:23])[CH3:22])[C@H:18]([O:24][C:25](=[O:27])[CH3:26])[CH2:17][S:16][C@H:6]1[O:7][C:8]1[CH:13]=[CH:12][C:11]([C:33]2[C:29]([CH3:28])=[N:30][O:31][C:32]=2[CH3:37])=[CH:10][C:9]=1[F:15])(=[O:3])[CH3:2], predict the reactants needed to synthesize it. The reactants are: [C:1]([O:4][C@@H:5]1[C@@H:19]([O:20][C:21](=[O:23])[CH3:22])[C@H:18]([O:24][C:25](=[O:27])[CH3:26])[CH2:17][S:16][C@H:6]1[O:7][C:8]1[CH:13]=[CH:12][C:11](Br)=[CH:10][C:9]=1[F:15])(=[O:3])[CH3:2].[CH3:28][C:29]1[C:33](B(O)O)=[C:32]([CH3:37])[O:31][N:30]=1.